This data is from NCI-60 drug combinations with 297,098 pairs across 59 cell lines. The task is: Regression. Given two drug SMILES strings and cell line genomic features, predict the synergy score measuring deviation from expected non-interaction effect. Drug 1: CS(=O)(=O)C1=CC(=C(C=C1)C(=O)NC2=CC(=C(C=C2)Cl)C3=CC=CC=N3)Cl. Drug 2: C1C(C(OC1N2C=NC(=NC2=O)N)CO)O. Cell line: K-562. Synergy scores: CSS=50.6, Synergy_ZIP=-3.76, Synergy_Bliss=-3.65, Synergy_Loewe=-9.64, Synergy_HSA=2.05.